This data is from Full USPTO retrosynthesis dataset with 1.9M reactions from patents (1976-2016). The task is: Predict the reactants needed to synthesize the given product. (1) Given the product [CH3:14][C:2]1([CH3:1])[O:6][C@H:5]2[O:7][C@H:8]([CH:10]([O:13][Si:24]([C:20]([CH3:23])([CH3:22])[CH3:21])([C:31]3[CH:32]=[CH:33][CH:34]=[CH:35][CH:36]=3)[C:25]3[CH:30]=[CH:29][CH:28]=[CH:27][CH:26]=3)[CH2:11][CH3:12])[CH2:9][C@H:4]2[O:3]1, predict the reactants needed to synthesize it. The reactants are: [CH3:1][C:2]1([CH3:14])[O:6][C@H:5]2[O:7][C@H:8]([CH:10]([OH:13])[CH2:11][CH3:12])[CH2:9][C@H:4]2[O:3]1.N1C=CN=C1.[C:20]([Si:24](Cl)([C:31]1[CH:36]=[CH:35][CH:34]=[CH:33][CH:32]=1)[C:25]1[CH:30]=[CH:29][CH:28]=[CH:27][CH:26]=1)([CH3:23])([CH3:22])[CH3:21].CCOC(C)=O. (2) Given the product [ClH:36].[O:1]([C:8]1[CH:9]=[CH:10][C:11]([C:14]2[C:22]3[C:21]([NH2:23])=[N:20][CH:19]=[N:18][C:17]=3[N:16]([C@H:24]3[CH2:25][CH2:26][C@@H:27]([N:30]4[CH2:31][CH2:32][CH2:33][CH2:34][CH2:35]4)[CH2:28][CH2:29]3)[CH:15]=2)=[CH:12][CH:13]=1)[C:2]1[CH:3]=[CH:4][CH:5]=[CH:6][CH:7]=1, predict the reactants needed to synthesize it. The reactants are: [O:1]([C:8]1[CH:13]=[CH:12][C:11]([C:14]2[C:22]3[C:21]([NH2:23])=[N:20][CH:19]=[N:18][C:17]=3[N:16]([C@H:24]3[CH2:29][CH2:28][C@@H:27]([N:30]4[CH2:35][CH2:34][CH2:33][CH2:32][CH2:31]4)[CH2:26][CH2:25]3)[CH:15]=2)=[CH:10][CH:9]=1)[C:2]1[CH:7]=[CH:6][CH:5]=[CH:4][CH:3]=1.[ClH:36]. (3) Given the product [NH2:1][C:2]1[CH:7]=[CH:6][C:5]([S:8]([N:11]2[CH2:15][CH2:14][C@@H:13]([NH:16][C:17]3[N:22]=[C:21]([C:23]4[C:31]5[C:26](=[CH:27][CH:28]=[CH:29][CH:30]=5)[NH:25][CH:24]=4)[C:20]([Cl:41])=[CH:19][N:18]=3)[CH2:12]2)(=[O:9])=[O:10])=[CH:4][CH:3]=1, predict the reactants needed to synthesize it. The reactants are: [NH2:1][C:2]1[CH:7]=[CH:6][C:5]([S:8]([N:11]2[CH2:15][CH2:14][C@@H:13]([NH:16][C:17]3[N:22]=[C:21]([C:23]4[C:31]5[C:26](=[CH:27][CH:28]=[CH:29][CH:30]=5)[N:25](S(C5C=CC=CC=5)(=O)=O)[CH:24]=4)[C:20]([Cl:41])=[CH:19][N:18]=3)[CH2:12]2)(=[O:10])=[O:9])=[CH:4][CH:3]=1.[OH-].[Na+].Cl. (4) Given the product [F:2][C:3]1[C:12]([F:13])=[C:11]2[C:6]([CH2:7][CH2:8][CH2:9][O:10]2)=[C:5]([I:14])[C:4]=1[OH:15], predict the reactants needed to synthesize it. The reactants are: Cl.[F:2][C:3]1[C:12]([F:13])=[C:11]2[C:6]([CH2:7][CH2:8][CH2:9][O:10]2)=[C:5]([I:14])[C:4]=1[O:15]COC.